Dataset: Catalyst prediction with 721,799 reactions and 888 catalyst types from USPTO. Task: Predict which catalyst facilitates the given reaction. Reactant: [Br:1][C:2]1[CH:15]=[C:14]2[C:5]([O:6][C:7]3[CH:8]=[C:9]([F:19])[C:10]([O:17][CH3:18])=[CH:11][C:12]=3[C:13]2=[O:16])=[CH:4][CH:3]=1.[CH3:20][Mg]Cl. Product: [Br:1][C:2]1[CH:15]=[C:14]2[C:5]([O:6][C:7]3[CH:8]=[C:9]([F:19])[C:10]([O:17][CH3:18])=[CH:11][C:12]=3[C:13]2([CH3:20])[OH:16])=[CH:4][CH:3]=1. The catalyst class is: 1.